Predict the product of the given reaction. From a dataset of Forward reaction prediction with 1.9M reactions from USPTO patents (1976-2016). (1) Given the reactants C([O:5][C:6]([C:8]1[C:13]([O:14][CH2:15][C:16]2[CH:21]=[CH:20][CH:19]=[CH:18][CH:17]=2)=[C:12]([OH:22])[N:11]=[C:10]([CH2:23][C:24]2([C:29]3[CH:34]=[CH:33][C:32]([Cl:35])=[CH:31][CH:30]=3)[CH2:28][CH2:27][CH2:26][CH2:25]2)[N:9]=1)=[O:7])(C)(C)C.O[Li].O, predict the reaction product. The product is: [CH2:15]([O:14][C:13]1[C:8]([C:6]([OH:7])=[O:5])=[N:9][C:10]([CH2:23][C:24]2([C:29]3[CH:30]=[CH:31][C:32]([Cl:35])=[CH:33][CH:34]=3)[CH2:25][CH2:26][CH2:27][CH2:28]2)=[N:11][C:12]=1[OH:22])[C:16]1[CH:21]=[CH:20][CH:19]=[CH:18][CH:17]=1. (2) Given the reactants [CH3:1][C:2]1[N:6]([CH2:7][C:8]2[C:16]3[O:15][C:14]([C:17]4[CH:22]=[CH:21][CH:20]=[CH:19][CH:18]=4)=[CH:13][C:12]=3[CH:11]=[C:10]([S:23]([CH3:26])(=[O:25])=[O:24])[CH:9]=2)[N:5]=[C:4]([C:27]([NH:29][CH2:30][CH:31]2[CH2:36][CH2:35][N:34](C(OC(C)(C)C)=O)[CH2:33][CH2:32]2)=[O:28])[CH:3]=1.[ClH:44], predict the reaction product. The product is: [ClH:44].[CH3:1][C:2]1[N:6]([CH2:7][C:8]2[C:16]3[O:15][C:14]([C:17]4[CH:18]=[CH:19][CH:20]=[CH:21][CH:22]=4)=[CH:13][C:12]=3[CH:11]=[C:10]([S:23]([CH3:26])(=[O:24])=[O:25])[CH:9]=2)[N:5]=[C:4]([C:27]([NH:29][CH2:30][CH:31]2[CH2:32][CH2:33][NH:34][CH2:35][CH2:36]2)=[O:28])[CH:3]=1. (3) Given the reactants [NH:1]1[C:9]2[C:4](=[CH:5][CH:6]=[CH:7][C:8]=2[NH:10][S:11]([CH3:14])(=[O:13])=[O:12])[CH:3]=[CH:2]1.[CH3:15][C:16]1[NH:17][C:18]2[CH:24]=[C:23]([C:25](O)([CH2:28][CH3:29])[CH2:26][CH3:27])[CH:22]=[CH:21][C:19]=2[N:20]=1.C(O)(C(F)(F)F)=O, predict the reaction product. The product is: [CH2:26]([C:25]([C:3]1[C:4]2[C:9](=[C:8]([NH:10][S:11]([CH3:14])(=[O:12])=[O:13])[CH:7]=[CH:6][CH:5]=2)[NH:1][CH:2]=1)([C:23]1[CH:22]=[CH:21][C:19]2[N:20]=[C:16]([CH3:15])[NH:17][C:18]=2[CH:24]=1)[CH2:28][CH3:29])[CH3:27]. (4) Given the reactants [CH:1]([O:4][C:5]1[CH:13]=[CH:12][C:8]([C:9]([NH2:11])=[O:10])=[CH:7][C:6]=1[NH:14][C:15]([NH2:17])=[S:16])([CH3:3])[CH3:2].Br[CH:19]([CH3:29])[C:20]([C:22]1[S:26][C:25]([CH3:27])=[N:24][C:23]=1[CH3:28])=O, predict the reaction product. The product is: [CH:1]([O:4][C:5]1[CH:13]=[CH:12][C:8]([C:9]([NH2:11])=[O:10])=[CH:7][C:6]=1[NH:14][C:15]1[S:16][C:19]([CH3:29])=[C:20]([C:22]2[S:26][C:25]([CH3:27])=[N:24][C:23]=2[CH3:28])[N:17]=1)([CH3:3])[CH3:2]. (5) Given the reactants [CH2:1]1[CH:6]2[CH2:7][C:8]3([C:10]([OH:12])=O)[CH2:9][CH:2]1[CH2:3][CH:4]3[CH2:5]2.[S:13]1[CH:17]=[CH:16][CH:15]=[C:14]1[CH2:18][NH2:19].C(N(CC)CC)C.CCN=C=NCCCN(C)C, predict the reaction product. The product is: [S:13]1[CH:17]=[CH:16][CH:15]=[C:14]1[CH2:18][NH:19][C:10]([C:8]12[CH2:7][CH:6]3[CH2:1][CH:2]([CH2:3][CH:4]1[CH2:5]3)[CH2:9]2)=[O:12]. (6) Given the reactants [CH2:1]([O:3][C:4](=[O:31])[C:5]([O:8][C:9]1[CH:14]=[CH:13][C:12]([O:15][CH2:16][CH2:17][C:18]2[N:19]=[C:20]([C:24]3[CH:29]=[CH:28][C:27](Br)=[CH:26][CH:25]=3)[O:21][C:22]=2[CH3:23])=[CH:11][CH:10]=1)([CH3:7])[CH3:6])[CH3:2].[Cl:32][C:33]1[CH:38]=[CH:37][CH:36]=[C:35]([Cl:39])[C:34]=1B(O)O.[F-].[K+].C1(P(C2CCCCC2)C2C=CC=CC=2C2C=CC=CC=2)CCCCC1, predict the reaction product. The product is: [CH2:1]([O:3][C:4](=[O:31])[C:5]([O:8][C:9]1[CH:14]=[CH:13][C:12]([O:15][CH2:16][CH2:17][C:18]2[N:19]=[C:20]([C:24]3[CH:29]=[CH:28][C:27]([C:34]4[C:33]([Cl:32])=[CH:38][CH:37]=[CH:36][C:35]=4[Cl:39])=[CH:26][CH:25]=3)[O:21][C:22]=2[CH3:23])=[CH:11][CH:10]=1)([CH3:7])[CH3:6])[CH3:2]. (7) Given the reactants C(OC([N:8]1[CH2:13][CH:12]2[CH2:14][CH:9]1[CH2:10][N:11]2[C:15]1[C:16]2[C:17](=[C:21]([C:31]3[CH:36]=[CH:35][C:34]([Cl:37])=[CH:33][CH:32]=3)[N:22]([C:24]3[CH:29]=[CH:28][CH:27]=[CH:26][C:25]=3[Cl:30])[N:23]=2)[N:18]=[CH:19][N:20]=1)=O)(C)(C)C.Cl, predict the reaction product. The product is: [ClH:30].[Cl:37][C:34]1[CH:35]=[CH:36][C:31]([C:21]2[N:22]([C:24]3[CH:29]=[CH:28][CH:27]=[CH:26][C:25]=3[Cl:30])[N:23]=[C:16]3[C:15]([N:11]4[CH2:10][CH:9]5[CH2:14][CH:12]4[CH2:13][NH:8]5)=[N:20][CH:19]=[N:18][C:17]=23)=[CH:32][CH:33]=1. (8) Given the reactants [Cl:1][C:2]1[CH:3]=[C:4]([CH:7]=[C:8]([O:10][C:11]2[C:16](=[O:17])[N:15]([CH2:18][C:19]3[CH:24]=[C:23]([CH:25]([F:27])[F:26])[C:22](=[O:28])[N:21](CC4C=CC(OC)=CC=4)[N:20]=3)[CH:14]=[N:13][C:12]=2[C:38]([F:41])([F:40])[F:39])[CH:9]=1)[C:5]#[N:6], predict the reaction product. The product is: [Cl:1][C:2]1[CH:3]=[C:4]([CH:7]=[C:8]([O:10][C:11]2[C:16](=[O:17])[N:15]([CH2:18][C:19]3[CH:24]=[C:23]([CH:25]([F:27])[F:26])[C:22](=[O:28])[NH:21][N:20]=3)[CH:14]=[N:13][C:12]=2[C:38]([F:41])([F:40])[F:39])[CH:9]=1)[C:5]#[N:6]. (9) Given the reactants [OH-].[Na+].[Cl:3][C:4]1[CH:5]=[C:6]([C:11]2[C:12]([C:31]([F:34])([F:33])[F:32])=[N:13][N:14]([C:16]3[CH:26]=[CH:25][C:19]([C:20]([O:22]CC)=[O:21])=[C:18]([C:27]([F:30])([F:29])[F:28])[CH:17]=3)[CH:15]=2)[CH:7]=[C:8]([Cl:10])[CH:9]=1, predict the reaction product. The product is: [Cl:3][C:4]1[CH:5]=[C:6]([C:11]2[C:12]([C:31]([F:34])([F:32])[F:33])=[N:13][N:14]([C:16]3[CH:26]=[CH:25][C:19]([C:20]([OH:22])=[O:21])=[C:18]([C:27]([F:29])([F:30])[F:28])[CH:17]=3)[CH:15]=2)[CH:7]=[C:8]([Cl:10])[CH:9]=1.